Dataset: Full USPTO retrosynthesis dataset with 1.9M reactions from patents (1976-2016). Task: Predict the reactants needed to synthesize the given product. (1) Given the product [NH2:1][C:2]1[N:3]=[C:4]([NH:17][C:18]2[CH:19]=[C:20]([S:24]([CH2:26][C:52]([NH2:54])=[O:53])=[O:25])[CH:21]=[CH:22][CH:23]=2)[S:5][C:6]=1[C:7](=[O:16])[C:8]1[C:9]([Cl:15])=[CH:10][CH:11]=[CH:12][C:13]=1[Cl:14], predict the reactants needed to synthesize it. The reactants are: [NH2:1][C:2]1[N:3]=[C:4]([NH:17][C:18]2[CH:23]=[CH:22][CH:21]=[C:20]([S:24]([CH3:26])=[O:25])[CH:19]=2)[S:5][C:6]=1[C:7](=[O:16])[C:8]1[C:13]([Cl:14])=[CH:12][CH:11]=[CH:10][C:9]=1[Cl:15].NC1N=C(NC2C=C(SC[C:52]([NH2:54])=[O:53])C=CC=2)SC=1C(=O)C1C(Cl)=CC=CC=1Cl. (2) Given the product [C:29]([C:31]1[CH:36]=[CH:35][C:34]([O:20][CH2:19][C:16]2[CH:17]=[CH:18][C:13]([C:10]3[CH:9]=[CH:8][C:7]([CH2:6][C@H:5]([O:21][CH3:22])[C:4]([OH:3])=[O:23])=[CH:12][CH:11]=3)=[CH:14][CH:15]=2)=[CH:33][CH:32]=1)(=[O:30])[C:28]1[CH:37]=[CH:38][CH:25]=[CH:26][CH:27]=1, predict the reactants needed to synthesize it. The reactants are: C([O:3][C:4](=[O:23])[C@@H:5]([O:21][CH3:22])[CH2:6][C:7]1[CH:12]=[CH:11][C:10]([C:13]2[CH:18]=[CH:17][C:16]([CH2:19][OH:20])=[CH:15][CH:14]=2)=[CH:9][CH:8]=1)C.O[C:25]1[CH:38]=[CH:37][C:28]([C:29]([C:31]2[CH:36]=[CH:35][CH:34]=[CH:33][CH:32]=2)=[O:30])=[CH:27][CH:26]=1. (3) The reactants are: C[O:2][C:3]1[C:8]2[S:9][C:10]([C:12]3[CH:17]=[CH:16][N:15]=[C:14]([NH:18][CH2:19][CH2:20][CH2:21][N:22]4[CH2:27][CH2:26][N:25]([CH3:28])[CH2:24][CH2:23]4)[N:13]=3)=[CH:11][C:7]=2[CH:6]=[CH:5][CH:4]=1.B(Br)(Br)Br. Given the product [CH3:28][N:25]1[CH2:26][CH2:27][N:22]([CH2:21][CH2:20][CH2:19][NH:18][C:14]2[N:13]=[C:12]([C:10]3[S:9][C:8]4[C:3]([OH:2])=[CH:4][CH:5]=[CH:6][C:7]=4[CH:11]=3)[CH:17]=[CH:16][N:15]=2)[CH2:23][CH2:24]1, predict the reactants needed to synthesize it. (4) The reactants are: [NH2:1][C:2]([NH2:4])=[S:3].Br[CH2:6][C:7]([C:9]1[CH:14]=[CH:13][CH:12]=[C:11]([Cl:15])[CH:10]=1)=O. Given the product [Cl:15][C:11]1[CH:10]=[C:9]([C:7]2[N:1]=[C:2]([NH2:4])[S:3][CH:6]=2)[CH:14]=[CH:13][CH:12]=1, predict the reactants needed to synthesize it. (5) Given the product [CH3:1][C:2]1[CH:7]=[CH:6][C:5]([S:8]([O:11][CH2:12][CH:13]2[CH2:17][C:16]3[CH:18]=[CH:19][CH:20]=[C:21]([C:29]4[CH:28]=[CH:27][CH:26]=[C:25]([O:24][CH3:23])[CH:30]=4)[C:15]=3[O:14]2)(=[O:10])=[O:9])=[CH:4][CH:3]=1, predict the reactants needed to synthesize it. The reactants are: [CH3:1][C:2]1[CH:7]=[CH:6][C:5]([S:8]([O:11][CH2:12][CH:13]2[CH2:17][C:16]3[CH:18]=[CH:19][CH:20]=[C:21](Br)[C:15]=3[O:14]2)(=[O:10])=[O:9])=[CH:4][CH:3]=1.[CH3:23][O:24][C:25]1[CH:26]=[C:27](B(O)O)[CH:28]=[CH:29][CH:30]=1.C(=O)([O-])[O-].[K+].[K+].CC1C=CC(S(OCC2CC3C(C4C=CC=CC=4)=CC=CC=3O2)(=O)=O)=CC=1. (6) Given the product [Cl:23][C:24]1[CH:29]=[CH:28][CH:27]=[CH:26][C:25]=1[CH2:30][N:31]1[CH:35]=[C:34]([C:36]2[CH:41]=[C:40]([CH:42]=[O:43])[CH:39]=[CH:38][N:37]=2)[N:33]=[CH:32]1, predict the reactants needed to synthesize it. The reactants are: CC(OI1(OC(C)=O)(OC(C)=O)OC(=O)C2C=CC=CC1=2)=O.[Cl:23][C:24]1[CH:29]=[CH:28][CH:27]=[CH:26][C:25]=1[CH2:30][N:31]1[CH:35]=[C:34]([C:36]2[CH:41]=[C:40]([CH2:42][OH:43])[CH:39]=[CH:38][N:37]=2)[N:33]=[CH:32]1.[OH-].[Na+]. (7) The reactants are: [CH3:1][O:2][C:3]1[N:8]=[C:7]2[O:9][C:10]([C:14]3[CH:15]=[C:16]([CH:21]=[CH:22][CH:23]=3)[C:17]([O:19][CH3:20])=[O:18])=[CH:11][C:12](=[O:13])[C:6]2=[CH:5][CH:4]=1.O=C1C2C(=NC=CC=2)OC(C2C=C(C=CC=2)C(OC)=O)=C1. Given the product [CH3:1][O:2][C:3]1[N:8]=[C:7]2[O:9][CH:10]([C:14]3[CH:15]=[C:16]([CH:21]=[CH:22][CH:23]=3)[C:17]([O:19][CH3:20])=[O:18])[CH2:11][C:12](=[O:13])[C:6]2=[CH:5][CH:4]=1, predict the reactants needed to synthesize it.